Dataset: Full USPTO retrosynthesis dataset with 1.9M reactions from patents (1976-2016). Task: Predict the reactants needed to synthesize the given product. (1) Given the product [Cl:1][C:2]1[CH:7]=[CH:6][C:5]([CH:8]2[CH2:13][C:12](=[O:14])[NH:11][C:10]([CH3:15])=[C:9]2[C:16]([OH:18])=[O:17])=[C:4]([F:20])[CH:3]=1, predict the reactants needed to synthesize it. The reactants are: [Cl:1][C:2]1[CH:7]=[CH:6][C:5]([CH:8]2[CH2:13][C:12](=[O:14])[NH:11][C:10]([CH3:15])=[C:9]2[C:16]([O:18]C)=[O:17])=[C:4]([F:20])[CH:3]=1.C1COCC1.[OH-].[Na+]. (2) Given the product [OH:4][C@H:5]1[CH2:22][CH2:21][C@@:20]2([CH3:23])[C@@H:7]([CH2:8][CH2:9][C@:10]3([CH3:46])[C@@H:19]2[CH2:18][CH2:17][C@H:16]2[C@@:11]3([CH3:45])[CH2:12][CH2:13][C@@:14]3([C:30]([NH:31][C@@H:32]4[CH2:36][CH2:35][C@H:34]([CH2:37][N:38]5[CH2:39][CH2:40][O:41][CH2:42][CH2:43]5)[CH2:33]4)=[O:44])[CH2:26][CH2:25][C@@H:24]([C:27]([CH3:29])=[CH2:28])[C@@H:15]32)[C:6]1([CH3:48])[CH3:47], predict the reactants needed to synthesize it. The reactants are: C([O:4][C@H:5]1[CH2:22][CH2:21][C@@:20]2([CH3:23])[C@@H:7]([CH2:8][CH2:9][C@:10]3([CH3:46])[C@@H:19]2[CH2:18][CH2:17][C@H:16]2[C@@:11]3([CH3:45])[CH2:12][CH2:13][C@@:14]3([C:30](=[O:44])[NH:31][C@@H:32]4[CH2:36][CH2:35][C@H:34]([CH2:37][N:38]5[CH2:43][CH2:42][O:41][CH2:40][CH2:39]5)[CH2:33]4)[CH2:26][CH2:25][C@@H:24]([C:27]([CH3:29])=[CH2:28])[C@@H:15]32)[C:6]1([CH3:48])[CH3:47])(=O)C.C1COCC1.[OH-].[Na+]. (3) The reactants are: C([O:3][C:4]([C:6]1[N:7]=[N:8][C:9]([NH:12][CH2:13][C:14]2[C:15]([C:20]3[CH:25]=[CH:24][C:23]([F:26])=[CH:22][CH:21]=3)=[N:16][O:17][C:18]=2[CH3:19])=[CH:10][CH:11]=1)=O)C.[CH:27]1([NH2:30])[CH2:29][CH2:28]1. Given the product [CH:27]1([NH:30][C:4]([C:6]2[N:7]=[N:8][C:9]([NH:12][CH2:13][C:14]3[C:15]([C:20]4[CH:21]=[CH:22][C:23]([F:26])=[CH:24][CH:25]=4)=[N:16][O:17][C:18]=3[CH3:19])=[CH:10][CH:11]=2)=[O:3])[CH2:29][CH2:28]1, predict the reactants needed to synthesize it. (4) Given the product [CH3:16][S:17]([O:15][C@H:12]1[CH2:11][CH2:10][C@H:9]([NH:8][C:5]2[N:4]=[CH:3][C:2]([Br:1])=[CH:7][N:6]=2)[CH2:14][CH2:13]1)(=[O:19])=[O:18], predict the reactants needed to synthesize it. The reactants are: [Br:1][C:2]1[CH:3]=[N:4][C:5]([NH:8][C@H:9]2[CH2:14][CH2:13][C@H:12]([OH:15])[CH2:11][CH2:10]2)=[N:6][CH:7]=1.[CH3:16][S:17](Cl)(=[O:19])=[O:18]. (5) Given the product [C:1]([O:5][C:6]([NH:8][CH:9]([C:15]1[CH:16]=[CH:17][C:18]([C:60]2[C:59]([O:58][CH3:57])=[CH:64][CH:63]=[CH:62][C:61]=2[O:65][CH3:66])=[CH:19][CH:20]=1)[CH2:10][C:11]([O:13][CH3:14])=[O:12])=[O:7])([CH3:2])([CH3:3])[CH3:4], predict the reactants needed to synthesize it. The reactants are: [C:1]([O:5][C:6]([NH:8][CH:9]([C:15]1[CH:20]=[CH:19][C:18](OS(C2C(C)=CC=CC=2)(=O)=O)=[CH:17][CH:16]=1)[CH2:10][C:11]([O:13][CH3:14])=[O:12])=[O:7])([CH3:4])([CH3:3])[CH3:2].C(=O)([O-])[O-].[Cs+].[Cs+].C1(P(C2CCCCC2)C2CCCCC2)CCCCC1.[CH3:57][O:58][C:59]1[CH:64]=[CH:63][CH:62]=[C:61]([O:65][CH3:66])[C:60]=1B(O)O. (6) Given the product [CH3:1][O:2][C:3](=[O:30])[C:4]1[CH:9]=[CH:8][CH:7]=[C:6]([CH2:10][N:11]([C:12]2[CH:17]=[CH:16][N:15]=[C:14]([C:18]3[CH:23]=[CH:22][C:21]([O:24][CH2:32][CH:33]4[CH2:38][CH2:37][CH2:36][CH2:35][CH2:34]4)=[CH:20][CH:19]=3)[N:13]=2)[CH:25]2[CH2:29][CH2:28][CH2:27][CH2:26]2)[CH:5]=1, predict the reactants needed to synthesize it. The reactants are: [CH3:1][O:2][C:3](=[O:30])[C:4]1[CH:9]=[CH:8][CH:7]=[C:6]([CH2:10][N:11]([CH:25]2[CH2:29][CH2:28][CH2:27][CH2:26]2)[C:12]2[CH:17]=[CH:16][N:15]=[C:14]([C:18]3[CH:23]=[CH:22][C:21]([OH:24])=[CH:20][CH:19]=3)[N:13]=2)[CH:5]=1.Br[CH2:32][CH:33]1[CH2:38][CH2:37][CH2:36][CH2:35][CH2:34]1.C([O-])([O-])=O.[K+].[K+]. (7) Given the product [CH2:29]([O:31][C:25](=[O:26])[C:21]1[C:10]([OH:18])=[CH:11][C:12]([C:13]([F:14])([F:15])[F:16])=[N:17][C:22]=1[OH:23])[CH3:28], predict the reactants needed to synthesize it. The reactants are: N1C=CC=CC=1.C(O[C:10](=[O:18])/[CH:11]=[C:12](\[NH2:17])/[C:13]([F:16])([F:15])[F:14])C.C([CH:21]([C:25](Cl)=[O:26])[C:22](Cl)=[O:23])C.[CH3:28][C:29](C)([O-:31])C.[K+]. (8) Given the product [Cl:1][C:2]1[C:7]([C:8]([NH:10][C:11]2[CH:16]=[CH:15][CH:14]=[CH:13][CH:12]=2)=[O:9])=[CH:6][CH:5]=[CH:4][N:3]=1, predict the reactants needed to synthesize it. The reactants are: [Cl:1][C:2]1[C:7]([C:8]([NH:10][C:11]2[CH:16]=[CH:15][C:14](OCC)=[CH:13][CH:12]=2)=[O:9])=[CH:6][CH:5]=[CH:4][N:3]=1.CCOC1C=CC(N)=CC=1.NC1C=CC=CC=1. (9) Given the product [Br:1][C:2]1[CH:10]=[CH:9][C:8]([C:7]([OH:11])=[O:23])=[C:4]([CH2:13][C:12]([OH:19])=[O:18])[CH:3]=1, predict the reactants needed to synthesize it. The reactants are: [Br:1][C:2]1[CH:3]=[C:4]2[C:8](=[CH:9][CH:10]=1)[C:7](=[O:11])CC2.[C:12]([O:19]CC)(=[O:18])[C:13](OCC)=O.C[O-:23].[Na+]. (10) Given the product [CH3:6][N:5]([CH2:4][CH:3]([O:7][CH3:8])[O:2][CH3:1])[C:21](=[O:22])[CH2:20][C:14]1[CH:19]=[CH:18][CH:17]=[CH:16][CH:15]=1, predict the reactants needed to synthesize it. The reactants are: [CH3:1][O:2][CH:3]([O:7][CH3:8])[CH2:4][NH:5][CH3:6].C(=O)(O)[O-].[Na+].[C:14]1([CH2:20][C:21](Cl)=[O:22])[CH:19]=[CH:18][CH:17]=[CH:16][CH:15]=1.